Dataset: CYP2D6 inhibition data for predicting drug metabolism from PubChem BioAssay. Task: Regression/Classification. Given a drug SMILES string, predict its absorption, distribution, metabolism, or excretion properties. Task type varies by dataset: regression for continuous measurements (e.g., permeability, clearance, half-life) or binary classification for categorical outcomes (e.g., BBB penetration, CYP inhibition). Dataset: cyp2d6_veith. The drug is CC(=O)OC[C@H]1O[C@@H](O/N=C(\C)CCN2CCCc3nc(C)c(C)cc32)[C@H](OC(C)=O)[C@@H](OC(C)=O)[C@H]1OC(C)=O. The result is 1 (inhibitor).